From a dataset of Forward reaction prediction with 1.9M reactions from USPTO patents (1976-2016). Predict the product of the given reaction. (1) Given the reactants [CH:1]1([N:8]2[C:12]3[N:13]=[C:14]([NH:17][C:18]4[CH:23]=[CH:22][C:21]([N:24]5[C:29](=[O:30])[CH2:28][C@H:27]6[CH2:31][NH:32][CH2:33][C@H:26]6[CH2:25]5)=[CH:20][N:19]=4)[N:15]=[CH:16][C:11]=3[CH:10]=[C:9]2[C:34]([N:36]([CH3:38])[CH3:37])=[O:35])[CH2:7][CH2:6][CH2:5][CH2:4][CH2:3][CH2:2]1.[CH2:39]=O.[Na], predict the reaction product. The product is: [CH:1]1([N:8]2[C:12]3[N:13]=[C:14]([NH:17][C:18]4[CH:23]=[CH:22][C:21]([N:24]5[C:29](=[O:30])[CH2:28][C@H:27]6[CH2:31][N:32]([CH3:39])[CH2:33][C@H:26]6[CH2:25]5)=[CH:20][N:19]=4)[N:15]=[CH:16][C:11]=3[CH:10]=[C:9]2[C:34]([N:36]([CH3:38])[CH3:37])=[O:35])[CH2:7][CH2:6][CH2:5][CH2:4][CH2:3][CH2:2]1. (2) The product is: [C:1]([C:5]1[CH:18]=[CH:17][C:16]2[C:7](=[C:8]([C:48]3[CH:53]=[CH:52][CH:51]=[CH:50][CH:49]=3)[C:9]3[C:14]([C:15]=2[C:32]2[CH:45]=[CH:44][CH:43]=[CH:34][CH:33]=2)=[CH:13][CH:12]=[CH:11][CH:10]=3)[CH:6]=1)([CH3:4])([CH3:2])[CH3:3]. Given the reactants [C:1]([C:5]1[CH:18]=[CH:17][C:16]2[C:7](=[CH:8][C:9]3[C:14]([CH:15]=2)=[CH:13][CH:12]=[CH:11][CH:10]=3)[CH:6]=1)([CH3:4])([CH3:3])[CH3:2].BrNC(=O)CCC(N)=O.C([C:32]1[CH:45]=[CH:44][C:43]2[C:34](=C(Br)[C:32]3[C:45](C=2Br)=[CH:44][CH:43]=[CH:34][CH:33]=3)[CH:33]=1)(C)(C)C.[C:48]1(B(O)O)[CH:53]=[CH:52][CH:51]=[CH:50][CH:49]=1.C(=O)([O-])[O-].[K+].[K+], predict the reaction product.